Dataset: Peptide-MHC class I binding affinity with 185,985 pairs from IEDB/IMGT. Task: Regression. Given a peptide amino acid sequence and an MHC pseudo amino acid sequence, predict their binding affinity value. This is MHC class I binding data. (1) The peptide sequence is MALSIVSLF. The MHC is HLA-A23:01 with pseudo-sequence HLA-A23:01. The binding affinity (normalized) is 0.701. (2) The peptide sequence is AMEGGTTKA. The MHC is HLA-B15:01 with pseudo-sequence HLA-B15:01. The binding affinity (normalized) is 0.0847. (3) The peptide sequence is QLPRDKFRK. The MHC is HLA-A03:01 with pseudo-sequence HLA-A03:01. The binding affinity (normalized) is 0.249. (4) The peptide sequence is AVYGNIKHK. The MHC is HLA-A33:01 with pseudo-sequence HLA-A33:01. The binding affinity (normalized) is 0.0790. (5) The peptide sequence is YNYSLTLEW. The MHC is HLA-B39:01 with pseudo-sequence HLA-B39:01. The binding affinity (normalized) is 0.213. (6) The peptide sequence is AVYGNITHK. The MHC is HLA-B44:03 with pseudo-sequence HLA-B44:03. The binding affinity (normalized) is 0. (7) The peptide sequence is HQRSDSSLVDE. The MHC is H-2-Db with pseudo-sequence H-2-Db. The binding affinity (normalized) is 0.110.